This data is from Catalyst prediction with 721,799 reactions and 888 catalyst types from USPTO. The task is: Predict which catalyst facilitates the given reaction. (1) Reactant: [Cl:1][C:2]1[CH:28]=[CH:27][C:5]2[N:6]3[C:10]([CH2:11][NH:12][CH2:13][C:4]=2[CH:3]=1)=[N:9][N:8]=[C:7]3[C@H:14]1[CH2:19][CH2:18][C@H:17]([C:20]2[C:25]([F:26])=[CH:24][CH:23]=[CH:22][N:21]=2)[CH2:16][CH2:15]1.[C:29](=O)([O-:31])[O-:30].[Cs+].[Cs+].Cl.[CH3:36][NH:37][CH2:38][CH2:39]Cl. Product: [Cl:1][C:2]1[CH:28]=[CH:27][C:5]2[N:6]3[C:10]([CH2:11][N:12]([CH2:39][CH2:38][NH:37][CH3:36])[CH2:13][C:4]=2[CH:3]=1)=[N:9][N:8]=[C:7]3[C@H:14]1[CH2:19][CH2:18][C@H:17]([C:20]2[C:25]([F:26])=[CH:24][CH:23]=[CH:22][N:21]=2)[CH2:16][CH2:15]1.[CH:29]([O-:31])=[O:30]. The catalyst class is: 10. (2) Reactant: Br[C:2]1[S:3][CH:4]=[C:5]([C:7]2[CH:12]=[CH:11][C:10]([NH:13][S:14]([C:17]([F:20])([F:19])[F:18])(=[O:16])=[O:15])=[CH:9][C:8]=2[Cl:21])[N:6]=1.[N:22]1([C:28]([C:30]2[CH:35]=[CH:34][C:33](B(O)O)=[CH:32][CH:31]=2)=[O:29])[CH2:27][CH2:26][CH2:25][CH2:24][CH2:23]1.C(=O)([O-])[O-].[Na+].[Na+]. Product: [Cl:21][C:8]1[CH:9]=[C:10]([NH:13][S:14]([C:17]([F:20])([F:19])[F:18])(=[O:16])=[O:15])[CH:11]=[CH:12][C:7]=1[C:5]1[N:6]=[C:2]([C:33]2[CH:32]=[CH:31][C:30]([C:28]([N:22]3[CH2:23][CH2:24][CH2:25][CH2:26][CH2:27]3)=[O:29])=[CH:35][CH:34]=2)[S:3][CH:4]=1. The catalyst class is: 128. (3) Reactant: [NH2:1][C:2]1[CH:7]=[CH:6][C:5]([C:8]2[CH:9]=[CH:10][N:11]3[C:16]([C:17]=2[CH3:18])=[C:15]([CH:19]2[CH2:21][CH2:20]2)[CH:14]=[C:13]([C:22]([O:24][CH2:25][CH3:26])=[O:23])[C:12]3=[O:27])=[CH:4][CH:3]=1.[O-:28][C:29]#[N:30].[Na+].C(=O)([O-])O.[Na+]. The catalyst class is: 86. Product: [CH:19]1([C:15]2[CH:14]=[C:13]([C:22]([O:24][CH2:25][CH3:26])=[O:23])[C:12](=[O:27])[N:11]3[C:16]=2[C:17]([CH3:18])=[C:8]([C:5]2[CH:4]=[CH:3][C:2]([NH:1][C:29]([NH2:30])=[O:28])=[CH:7][CH:6]=2)[CH:9]=[CH:10]3)[CH2:21][CH2:20]1. (4) Reactant: [CH3:1][O:2][C:3]([C@H:5]1[CH2:10][CH2:9][C@H:8]([C:11]([OH:13])=O)[CH2:7][CH2:6]1)=[O:4].C([N:16](CC)CC)C.ClC(OCC)=O.[OH-].[NH4+]. Product: [C:11]([C@H:8]1[CH2:9][CH2:10][C@H:5]([C:3]([O:2][CH3:1])=[O:4])[CH2:6][CH2:7]1)(=[O:13])[NH2:16]. The catalyst class is: 30. (5) Reactant: Cl[C:2]1[N:3]=[C:4]([OH:12])[C:5]2[CH:11]=[CH:10][N:9]=[CH:8][C:6]=2[N:7]=1.[C:13]1([C@H:19]([N:21]2[CH:25]=[C:24]([OH:26])[CH:23]=[N:22]2)[CH3:20])[CH:18]=[CH:17][CH:16]=[CH:15][CH:14]=1.C([O-])([O-])=O.[Cs+].[Cs+]. Product: [C:13]1([C@H:19]([N:21]2[CH:25]=[C:24]([O:26][C:2]3[N:3]=[C:4]([OH:12])[C:5]4[CH:11]=[CH:10][N:9]=[CH:8][C:6]=4[N:7]=3)[CH:23]=[N:22]2)[CH3:20])[CH:18]=[CH:17][CH:16]=[CH:15][CH:14]=1. The catalyst class is: 122.